From a dataset of Full USPTO retrosynthesis dataset with 1.9M reactions from patents (1976-2016). Predict the reactants needed to synthesize the given product. (1) Given the product [ClH:1].[Cl:1][C:2]1[CH:3]=[C:4]2[C:9](=[CH:10][CH:11]=1)[CH:8]=[C:7]([S:12]([NH:15][C@H:16]1[CH2:20][CH2:19][N:18]([C:21]3[CH:22]=[C:23]4[C:28](=[CH:29][CH:30]=3)[CH:27]([CH3:31])[NH:26][CH2:25][CH2:24]4)[C:17]1=[O:39])(=[O:14])=[O:13])[CH:6]=[CH:5]2, predict the reactants needed to synthesize it. The reactants are: [Cl:1][C:2]1[CH:3]=[C:4]2[C:9](=[CH:10][CH:11]=1)[CH:8]=[C:7]([S:12]([NH:15][C@H:16]1[CH2:20][CH2:19][N:18]([C:21]3[CH:22]=[C:23]4[C:28](=[CH:29][CH:30]=3)[CH:27]([CH3:31])[N:26](C(OC(C)(C)C)=O)[CH2:25][CH2:24]4)[C:17]1=[O:39])(=[O:14])=[O:13])[CH:6]=[CH:5]2.Cl.C(OCC)C. (2) The reactants are: [NH2:1][CH:2]([C:10]1[C:15]([O:16][CH3:17])=[CH:14][CH:13]=[CH:12][C:11]=1[O:18][CH3:19])[CH2:3][CH2:4][CH2:5][C:6]([O:8]C)=O.[N:20]1[C:29]2[C:24](=[CH:25][C:26]([CH:30]=O)=[CH:27][CH:28]=2)[N:23]=[CH:22][CH:21]=1. Given the product [CH3:19][O:18][C:11]1[CH:12]=[CH:13][CH:14]=[C:15]([O:16][CH3:17])[C:10]=1[CH:2]1[N:1]([CH2:30][C:26]2[CH:25]=[C:24]3[C:29](=[CH:28][CH:27]=2)[N:20]=[CH:21][CH:22]=[N:23]3)[C:6](=[O:8])[CH2:5][CH2:4][CH2:3]1, predict the reactants needed to synthesize it. (3) Given the product [N:21]1([CH2:20][C:17]2[CH:18]=[CH:19][C:14]([O:12][CH2:11][CH2:10][CH2:9][N:3]3[CH2:8][CH2:7][CH2:6][CH2:5][CH2:4]3)=[N:15][CH:16]=2)[CH2:26][CH2:25][CH2:24][CH2:23][CH2:22]1, predict the reactants needed to synthesize it. The reactants are: [H-].[Na+].[N:3]1([CH2:9][CH2:10][CH2:11][OH:12])[CH2:8][CH2:7][CH2:6][CH2:5][CH2:4]1.Br[C:14]1[CH:19]=[CH:18][C:17]([CH2:20][N:21]2[CH2:26][CH2:25][CH2:24][CH2:23][CH2:22]2)=[CH:16][N:15]=1. (4) Given the product [OH:9][C:10]1[CH:11]=[C:12]2[C:16](=[CH:17][CH:18]=1)[C:15](=[O:19])[CH:14]([C:20]1[CH:25]=[CH:24][C:23]([OH:26])=[CH:22][CH:21]=1)[C:13]2=[O:28], predict the reactants needed to synthesize it. The reactants are: Cl.N1C=CC=CC=1.C[O:9][C:10]1[CH:11]=[C:12]2[C:16](=[CH:17][CH:18]=1)[C:15](=[O:19])[CH:14]([C:20]1[CH:25]=[CH:24][C:23]([O:26]C)=[CH:22][CH:21]=1)[C:13]2=[O:28]. (5) Given the product [CH3:52][Si:2]([CH3:1])([CH3:51])[CH2:3][CH2:4][O:5][CH2:6][N:7]([CH2:43][O:44][CH2:45][CH2:46][Si:47]([CH3:49])([CH3:48])[CH3:50])[C:8]1[N:13]2[N:14]=[CH:15][C:16]([C:17]3[CH:18]=[N:19][C:20]4[C:25]([CH:26]=3)=[CH:24][C:23]([F:27])=[CH:22][CH:21]=4)=[C:12]2[N:11]=[C:10]([CH2:28][N:29]([C:37]2([CH2:40][O:41][CH3:58])[CH2:39][CH2:38]2)[C:30](=[O:36])[O:31][C:32]([CH3:35])([CH3:34])[CH3:33])[C:9]=1[Br:42], predict the reactants needed to synthesize it. The reactants are: [CH3:1][Si:2]([CH3:52])([CH3:51])[CH2:3][CH2:4][O:5][CH2:6][N:7]([CH2:43][O:44][CH2:45][CH2:46][Si:47]([CH3:50])([CH3:49])[CH3:48])[C:8]1[N:13]2[N:14]=[CH:15][C:16]([C:17]3[CH:18]=[N:19][C:20]4[C:25]([CH:26]=3)=[CH:24][C:23]([F:27])=[CH:22][CH:21]=4)=[C:12]2[N:11]=[C:10]([CH2:28][N:29]([C:37]2([CH2:40][OH:41])[CH2:39][CH2:38]2)[C:30](=[O:36])[O:31][C:32]([CH3:35])([CH3:34])[CH3:33])[C:9]=1[Br:42].F[B-](F)(F)F.[CH3:58][O+](C)C. (6) The reactants are: Cl[C:2]1[N:7]=[C:6]([NH2:8])[CH:5]=[CH:4][N:3]=1.Cl.[CH3:10][O:11][CH:12]1[CH2:17][CH2:16][NH:15][CH2:14][CH2:13]1.C([O-])([O-])=O.[Cs+].[Cs+]. Given the product [CH3:10][O:11][CH:12]1[CH2:17][CH2:16][N:15]([C:2]2[N:7]=[C:6]([NH2:8])[CH:5]=[CH:4][N:3]=2)[CH2:14][CH2:13]1, predict the reactants needed to synthesize it.